This data is from Peptide-MHC class I binding affinity with 185,985 pairs from IEDB/IMGT. The task is: Regression. Given a peptide amino acid sequence and an MHC pseudo amino acid sequence, predict their binding affinity value. This is MHC class I binding data. (1) The MHC is HLA-B58:01 with pseudo-sequence HLA-B58:01. The peptide sequence is LTVKHMANV. The binding affinity (normalized) is 0.322. (2) The peptide sequence is FVAAFDHFY. The MHC is HLA-A31:01 with pseudo-sequence HLA-A31:01. The binding affinity (normalized) is 0.0847. (3) The peptide sequence is CTLSEQLDY. The MHC is HLA-A23:01 with pseudo-sequence HLA-A23:01. The binding affinity (normalized) is 0. (4) The peptide sequence is SLFDVGKFT. The MHC is HLA-A02:01 with pseudo-sequence HLA-A02:01. The binding affinity (normalized) is 0.459.